Predict the reactants needed to synthesize the given product. From a dataset of Retrosynthesis with 50K atom-mapped reactions and 10 reaction types from USPTO. (1) Given the product O=C(Nc1ccc2[nH]c(=O)oc2c1)C(=O)N1CCC(Cc2ccc(F)cc2)CC1, predict the reactants needed to synthesize it. The reactants are: Nc1ccc2[nH]c(=O)oc2c1.O=C(O)C(=O)N1CCC(Cc2ccc(F)cc2)CC1. (2) Given the product COc1ccc(Oc2ccccc2NS(=O)(=O)c2ccc(C(=O)NCCN3CCN(c4cnccn4)CC3)cc2)c(Cl)c1, predict the reactants needed to synthesize it. The reactants are: COc1ccc(Oc2ccccc2NS(=O)(=O)c2ccc(C(=O)O)cc2)c(Cl)c1.NCCN1CCN(c2cnccn2)CC1. (3) Given the product Nc1nc(-c2ccco2)cs1, predict the reactants needed to synthesize it. The reactants are: Nc1nc(Br)cs1.OB(O)c1ccco1. (4) The reactants are: Cc1cc([N+](=O)[O-])c(S(=O)(=O)Nc2cccc3cccnc23)cc1C. Given the product Cc1cc(N)c(S(=O)(=O)Nc2cccc3cccnc23)cc1C, predict the reactants needed to synthesize it. (5) Given the product O=C(NS(=O)(=O)c1ccccc1)c1cc2nc(CCc3cccc(F)c3F)cc(O)n2n1, predict the reactants needed to synthesize it. The reactants are: NS(=O)(=O)c1ccccc1.O=C(O)c1cc2nc(CCc3cccc(F)c3F)cc(O)n2n1. (6) Given the product CNC(=O)NC(=O)C(CC1CCCC1)c1ccc([N+](=O)[O-])cc1, predict the reactants needed to synthesize it. The reactants are: CCOC(=O)C(CC1CCCC1)c1ccc([N+](=O)[O-])cc1.CNC(N)=O. (7) Given the product CCNC(=O)Nc1cc(-c2nc(C(F)(F)F)cs2)c(-c2ccc3c(c2)c(=O)c(C(=O)O)cn3C(COC)COC)cn1, predict the reactants needed to synthesize it. The reactants are: CCNC(=O)Nc1cc(-c2nc(C(F)(F)F)cs2)c(-c2ccc3c(c2)c(=O)c(C(=O)OCC)cn3C(COC)COC)cn1. (8) Given the product NS(=O)(=O)c1ccc(-c2cc(-c3ccc(Cl)cc3)sc2C(=O)O)cc1, predict the reactants needed to synthesize it. The reactants are: CCOC(=O)c1sc(-c2ccc(Cl)cc2)cc1-c1ccc(S(N)(=O)=O)cc1. (9) Given the product O=C(Nc1ccc(Cl)c(-c2ccccn2)c1)c1ccc(N2CCCC2=O)cc1Cl, predict the reactants needed to synthesize it. The reactants are: Nc1ccc(Cl)c(-c2ccccn2)c1.O=C(O)c1ccc(N2CCCC2=O)cc1Cl.